From a dataset of Reaction yield outcomes from USPTO patents with 853,638 reactions. Predict the reaction yield, written as a fraction of the theoretical maximum amount of product (1.0 means a 100% yield; for example, 0.34 means a 34% yield). (1) The catalyst is C(Cl)Cl.CN(C1C=CN=CC=1)C. The reactants are [Br:1][C:2]1[CH:3]=[C:4]([CH:11]=[CH:12][CH:13]=1)[CH2:5][NH:6][CH2:7][CH2:8][O:9][CH3:10].[C:14]([O:18][C:19](=O)[O:20]C(C)(C)C)([CH3:17])([CH3:16])[CH3:15]. The product is [Br:1][C:2]1[CH:3]=[C:4]([CH:11]=[CH:12][CH:13]=1)[CH2:5][N:6]([CH2:7][CH2:8][O:9][CH3:10])[C:19](=[O:20])[O:18][C:14]([CH3:17])([CH3:16])[CH3:15]. The yield is 0.560. (2) The reactants are [CH3:1][O:2][C:3](=[O:15])[C:4]1[CH:9]=[C:8](I)[C:7]([CH:11]([F:13])[CH3:12])=[CH:6][C:5]=1[NH2:14].[CH3:16][N:17]1[C:21]([Sn](CCCC)(CCCC)CCCC)=[CH:20][CH:19]=[N:18]1. The catalyst is O1CCOCC1.Cl[Pd](Cl)([P](C1C=CC=CC=1)(C1C=CC=CC=1)C1C=CC=CC=1)[P](C1C=CC=CC=1)(C1C=CC=CC=1)C1C=CC=CC=1. The product is [CH3:1][O:2][C:3](=[O:15])[C:4]1[CH:9]=[C:8]([C:21]2[N:17]([CH3:16])[N:18]=[CH:19][CH:20]=2)[C:7]([CH:11]([F:13])[CH3:12])=[CH:6][C:5]=1[NH2:14]. The yield is 0.930. (3) The reactants are [H-].[Na+].[CH2:3]([OH:8])[C:4]([F:7])([F:6])[F:5].[Cl:9][C:10]1[CH:11]=[CH:12][CH:13]=[C:14]2[C:19]=1[N:18]=[C:17](S(CC)(=O)=O)[CH:16]=[C:15]2[O:25]CC1C=CC(OC)=CC=1.N1C2C(=CC=CC=2)C=CC=1. The catalyst is C1COCC1.C(Cl)Cl.FC(F)(F)C(O)=O. The product is [Cl:9][C:10]1[CH:11]=[CH:12][CH:13]=[C:14]2[C:19]=1[N:18]=[C:17]([O:8][CH2:3][C:4]([F:7])([F:6])[F:5])[CH:16]=[C:15]2[OH:25]. The yield is 1.00. (4) The reactants are [N:1]1[C:8]([Cl:9])=[N:7][C:5](Cl)=[N:4][C:2]=1[Cl:3].[CH:10]12[O:17][CH:14]([CH2:15][CH2:16]1)[CH2:13][NH:12][CH2:11]2. No catalyst specified. The product is [Cl:9][C:8]1[N:1]=[C:2]([Cl:3])[N:4]=[C:5]([N:12]2[CH2:11][CH:10]3[O:17][CH:14]([CH2:15][CH2:16]3)[CH2:13]2)[N:7]=1. The yield is 0.470. (5) The reactants are [CH3:1][N:2]([CH3:20])[C:3]([C:5]1[N:14]([CH:15]2[CH2:19][CH2:18][CH2:17][CH2:16]2)[C:8]2[N:9]=[C:10](Cl)[N:11]=[CH:12][C:7]=2[CH:6]=1)=[O:4].C([Si](C)(C)[O:26][C@H:27]1[CH2:31]C[N:29](/[CH:32]=[CH:33]/[NH:34][C:35](=[NH:38])[CH:36]=[CH2:37])[CH2:28]1)(C)(C)C.CCCC[N+](CCCC)(CCCC)CCCC.[F-]. No catalyst specified. The product is [CH3:1][N:2]([CH3:20])[C:3]([C:5]1[N:14]([CH:15]2[CH2:19][CH2:18][CH2:17][CH2:16]2)[C:8]2[N:9]=[C:10]([NH:38][C:35]3[CH:36]=[CH:37][C:32]([N:29]4[CH2:28][CH:27]([OH:26])[CH2:31]4)=[CH:33][N:34]=3)[N:11]=[CH:12][C:7]=2[CH:6]=1)=[O:4]. The yield is 0.460.